Dataset: Full USPTO retrosynthesis dataset with 1.9M reactions from patents (1976-2016). Task: Predict the reactants needed to synthesize the given product. (1) Given the product [CH:1]1[C:10]2[C:5](=[C:6]([C:20]3[C@@:24]4([CH3:40])[CH2:25][CH2:26][C@H:27]5[C@H:36]([C@@H:23]4[CH2:22][CH:21]=3)[CH2:35][CH:34]=[C:33]3[C@:28]5([CH3:39])[CH2:29][CH2:30][C:31](=[O:38])[N:32]3[CH3:37])[CH:7]=[CH:8][CH:9]=2)[CH:4]=[CH:3][N:2]=1, predict the reactants needed to synthesize it. The reactants are: [CH:1]1[C:10]2[CH:9]=[CH:8][CH:7]=[C:6](B(O)O)[C:5]=2[CH:4]=[CH:3][N:2]=1.FC(F)(F)S(O[C:20]1[C@@:24]2([CH3:40])[CH2:25][CH2:26][C@H:27]3[C@H:36]([C@@H:23]2[CH2:22][CH:21]=1)[CH2:35][CH:34]=[C:33]1[C@:28]3([CH3:39])[CH2:29][CH2:30][C:31](=[O:38])[N:32]1[CH3:37])(=O)=O. (2) Given the product [F:12][C:2]([F:1])([C:7]1[CH:11]=[CH:10][N:9]([CH2:18][N:13]2[CH2:17][CH2:16][CH2:15][CH2:14]2)[N:8]=1)[C:3]([F:6])([F:5])[F:4], predict the reactants needed to synthesize it. The reactants are: [F:1][C:2]([F:12])([C:7]1[CH:11]=[CH:10][NH:9][N:8]=1)[C:3]([F:6])([F:5])[F:4].[NH:13]1[CH2:17][CH2:16][CH2:15][CH2:14]1.[CH2:18]=O. (3) Given the product [NH:30]1[C:29]2[C:3](=[CH:8][CH:9]=[CH:32][CH:28]=2)[CH:2]=[CH:1]1, predict the reactants needed to synthesize it. The reactants are: [C:1](O)(=O)[CH2:2][C:3](O)=O.[CH2:8]([SnH](CCCC)CCCC)[CH2:9]CC.N([C:28]([CH3:32])(C)[C:29]#[N:30])=N[C:28](C)([CH3:32])[C:29]#[N:30].[F-].[K+].